This data is from Full USPTO retrosynthesis dataset with 1.9M reactions from patents (1976-2016). The task is: Predict the reactants needed to synthesize the given product. (1) Given the product [CH3:15][C:2]1[CH:3]=[C:4]([NH:5][C:6]2[CH:14]=[CH:13][CH:12]=[CH:11][C:7]=2[C:8]([OH:9])=[O:10])[N:18]([C:20]2[CH:21]=[N:22][CH:23]=[CH:24][CH:25]=2)[N:19]=1, predict the reactants needed to synthesize it. The reactants are: O=[C:2]([CH3:15])[CH2:3][C:4]1[O:9][C:8](=[O:10])[C:7]2[CH:11]=[CH:12][CH:13]=[CH:14][C:6]=2[N:5]=1.Cl.Cl.[NH:18]([C:20]1[CH:21]=[N:22][CH:23]=[CH:24][CH:25]=1)[NH2:19].C([O-])(=O)C.[Na+]. (2) Given the product [C:6]([NH:9][C:10]1[S:11][C:12]([S:2]([Cl:1])(=[O:5])=[O:3])=[C:13]([CH3:18])[C:14]=1[C:15](=[O:16])[NH2:17])(=[O:8])[CH3:7], predict the reactants needed to synthesize it. The reactants are: [Cl:1][S:2]([OH:5])(=O)=[O:3].[C:6]([NH:9][C:10]1[S:11][CH:12]=[C:13]([CH3:18])[C:14]=1[C:15]([NH2:17])=[O:16])(=[O:8])[CH3:7]. (3) Given the product [OH:31][C@@H:29]([C@H:25]1[C:24](=[O:36])[N:23]2[C@@H:26]1[C@@H:27]([CH3:28])[C:21]([S:20][C:17]1[S:18][CH:19]=[C:15]([C:14]3[C@H:10]([CH2:9][OH:8])[N:11]([CH3:43])[CH2:12][CH:13]=3)[N:16]=1)=[C:22]2[C:37]([OH:39])=[O:38])[CH3:30], predict the reactants needed to synthesize it. The reactants are: [Si]([O:8][CH2:9][C@H:10]1[C:14]([C:15]2[N:16]=[C:17]([S:20][C:21]3[C@H:27]([CH3:28])[C@H:26]4[N:23]([C:24](=[O:36])[C@@H:25]4[C@H:29]([O:31][Si](C)(C)C)[CH3:30])[C:22]=3[C:37]([O:39]CC=C)=[O:38])[S:18][CH:19]=2)=[CH:13][CH2:12][N:11]1[CH3:43])(C(C)(C)C)(C)C.C(O)(=O)C.[F-].C([N+](CCCC)(CCCC)CCCC)CCC.O. (4) Given the product [CH3:16][C:17]1[C:25]([CH3:26])=[CH:24][CH:23]=[CH:22][C:18]=1[C:19]([NH:8][NH:7][C:6]([O:5][C:1]([CH3:4])([CH3:3])[CH3:2])=[O:9])=[O:20], predict the reactants needed to synthesize it. The reactants are: [C:1]([O:5][C:6](=[O:9])[NH:7][NH2:8])([CH3:4])([CH3:3])[CH3:2].C(=O)([O-])[O-].[K+].[K+].[CH3:16][C:17]1[C:25]([CH3:26])=[CH:24][CH:23]=[CH:22][C:18]=1[C:19](Cl)=[O:20]. (5) Given the product [CH3:25][N:26]([CH3:33])[CH2:27][CH2:28][CH2:29][C:30]1[NH:8][C:7]2[CH:6]=[CH:5][C:4]([C:9]3[O:10][C:11]4[C:16]([C:17](=[O:19])[CH:18]=3)=[CH:15][CH:14]=[C:13]([O:20][CH3:21])[C:12]=4[O:22][CH3:23])=[CH:3][C:2]=2[N:1]=1, predict the reactants needed to synthesize it. The reactants are: [NH2:1][C:2]1[CH:3]=[C:4]([C:9]2[O:10][C:11]3[C:16]([C:17](=[O:19])[CH:18]=2)=[CH:15][CH:14]=[C:13]([O:20][CH3:21])[C:12]=3[O:22][CH3:23])[CH:5]=[CH:6][C:7]=1[NH2:8].Cl.[CH3:25][N:26]([CH3:33])[CH2:27][CH2:28][CH2:29][C:30](O)=O.C(=O)(O)[O-].[Na+]. (6) Given the product [C:8]([C:10]1[CH:11]=[CH:12][C:13]([O:31][CH3:32])=[C:14]([S:16]([N:19]([CH2:20][CH2:21][C:22]2[CH:23]=[CH:24][C:25]([CH:28]([CH3:30])[CH3:29])=[CH:26][CH:27]=2)[CH2:6][C:2]2[S:1][CH:5]=[CH:4][N:3]=2)(=[O:18])=[O:17])[CH:15]=1)#[N:9], predict the reactants needed to synthesize it. The reactants are: [S:1]1[CH:5]=[CH:4][N:3]=[C:2]1[CH2:6]O.[C:8]([C:10]1[CH:11]=[CH:12][C:13]([O:31][CH3:32])=[C:14]([S:16]([NH:19][CH2:20][CH2:21][C:22]2[CH:27]=[CH:26][C:25]([CH:28]([CH3:30])[CH3:29])=[CH:24][CH:23]=2)(=[O:18])=[O:17])[CH:15]=1)#[N:9].C1(P(C2C=CC=CC=2)C2C=CC=CC=2)C=CC=CC=1.N(C(OC(C)C)=O)=NC(OC(C)C)=O.C1(C)C=CC=CC=1.C(=O)(O)[O-].[Na+]. (7) The reactants are: [Br:1][C:2]1[CH:7]=[CH:6][C:5]([OH:8])=[CH:4][CH:3]=1.[F:9][C:10]1[CH:11]=[C:12](B(O)O)[CH:13]=[CH:14][CH:15]=1.CCN(CC)CC. Given the product [Br:1][C:2]1[CH:7]=[CH:6][C:5]([O:8][C:14]2[CH:13]=[CH:12][CH:11]=[C:10]([F:9])[CH:15]=2)=[CH:4][CH:3]=1, predict the reactants needed to synthesize it. (8) Given the product [O:17]=[C:16]1[C:15]([CH2:18][C:19]2[CH:24]=[CH:23][C:22]([C:25]3[C:26]([C:31]#[N:32])=[CH:27][CH:28]=[CH:29][CH:30]=3)=[CH:21][CH:20]=2)=[C:14]([CH2:33][CH2:34][CH3:35])[N:13]2[N:36]=[CH:37][N:38]=[C:12]2[N:11]1[C@H:8]1[CH2:7][CH2:6][C@H:5]([O:4][CH2:3][CH:2]=[O:1])[CH2:10][CH2:9]1, predict the reactants needed to synthesize it. The reactants are: [OH:1][CH2:2][CH2:3][O:4][C@H:5]1[CH2:10][CH2:9][C@H:8]([N:11]2[C:16](=[O:17])[C:15]([CH2:18][C:19]3[CH:24]=[CH:23][C:22]([C:25]4[C:26]([C:31]#[N:32])=[CH:27][CH:28]=[CH:29][CH:30]=4)=[CH:21][CH:20]=3)=[C:14]([CH2:33][CH2:34][CH3:35])[N:13]3[N:36]=[CH:37][N:38]=[C:12]23)[CH2:7][CH2:6]1.CC(OI1(OC(C)=O)(OC(C)=O)OC(=O)C2C1=CC=CC=2)=O.